From a dataset of Full USPTO retrosynthesis dataset with 1.9M reactions from patents (1976-2016). Predict the reactants needed to synthesize the given product. (1) Given the product [C:34]([C:32]1[CH:31]=[CH:30][C:13]2[N:14]([CH3:29])[C:15]3[C:16]([C:10]([C:7]4[CH:6]=[CH:5][C:4]([C:3]([OH:36])=[O:2])=[CH:9][CH:8]=4)=[N:11][C:12]=2[CH:33]=1)=[CH:17][C:18]1[C:19]([CH3:28])([CH3:27])[CH2:20][CH2:21][C:22]([CH3:25])([CH3:26])[C:23]=1[CH:24]=3)#[N:35], predict the reactants needed to synthesize it. The reactants are: C[O:2][C:3](=[O:36])[C:4]1[CH:9]=[CH:8][C:7]([C:10]2[C:16]3=[CH:17][C:18]4[C:19]([CH3:28])([CH3:27])[CH2:20][CH2:21][C:22]([CH3:26])([CH3:25])[C:23]=4[CH:24]=[C:15]3[N:14]([CH3:29])[C:13]3[CH:30]=[CH:31][C:32]([C:34]#[N:35])=[CH:33][C:12]=3[N:11]=2)=[CH:6][CH:5]=1.[OH-].[Na+].Cl. (2) The reactants are: Cl[C:2]1[C:11]([N+:12]([O-:14])=[O:13])=[C:10]([NH2:15])[C:9]2[C:4](=[CH:5][CH:6]=[C:7]([Cl:16])[CH:8]=2)[N:3]=1.[CH3:17][N:18]1[CH2:23][CH2:22][NH:21][CH2:20][CH2:19]1. Given the product [Cl:16][C:7]1[CH:8]=[C:9]2[C:4](=[CH:5][CH:6]=1)[N:3]=[C:2]([N:21]1[CH2:22][CH2:23][N:18]([CH3:17])[CH2:19][CH2:20]1)[C:11]([N+:12]([O-:14])=[O:13])=[C:10]2[NH2:15], predict the reactants needed to synthesize it. (3) Given the product [CH2:11]([O:13][C:14]([C:15]1[CH:19]=[C:20]([C:21]2[CH:22]=[CH:23][CH:24]=[CH:25][CH:26]=2)[N:10]([C:7]2[CH:6]=[CH:5][C:4]([N+:1]([O-:3])=[O:2])=[CH:9][N:8]=2)[C:16]=1[CH3:17])=[O:28])[CH3:12], predict the reactants needed to synthesize it. The reactants are: [N+:1]([C:4]1[CH:5]=[CH:6][C:7]([NH2:10])=[N:8][CH:9]=1)([O-:3])=[O:2].[CH2:11]([O:13][C:14](=[O:28])[CH:15]([CH2:19][C:20](=O)[C:21]1[CH:26]=[CH:25][CH:24]=[CH:23][CH:22]=1)[C:16](=O)[CH3:17])[CH3:12].CC1C=CC(S(O)(=O)=O)=CC=1. (4) Given the product [F:34][C:35]([F:40])([F:39])[C:36]([OH:38])=[O:37].[NH2:8][C@@H:9]([C@@H:17]([C:21]1[O:25][N:24]=[C:23]([C:26]2[CH:31]=[CH:30][C:29]([Cl:32])=[CH:28][C:27]=2[Cl:33])[N:22]=1)[CH2:18][CH2:19][CH3:20])[C:10]([N:12]1[CH2:13][CH2:14][CH2:15][CH2:16]1)=[O:11], predict the reactants needed to synthesize it. The reactants are: C(OC([NH:8][C@@H:9]([C@@H:17]([C:21]1[O:25][N:24]=[C:23]([C:26]2[CH:31]=[CH:30][C:29]([Cl:32])=[CH:28][C:27]=2[Cl:33])[N:22]=1)[CH2:18][CH2:19][CH3:20])[C:10]([N:12]1[CH2:16][CH2:15][CH2:14][CH2:13]1)=[O:11])=O)(C)(C)C.[F:34][C:35]([F:40])([F:39])[C:36]([OH:38])=[O:37]. (5) Given the product [Cl:27][C:21]1[CH:22]=[C:23]([Cl:26])[CH:24]=[CH:25][C:20]=1[N:19]1[C:15]([C:12]2[CH:11]=[CH:10][C:9]([OH:8])=[CH:14][CH:13]=2)=[C:16]([CH3:41])[C:17]([C:28]([NH:30][C:31]2[CH:36]=[CH:35][C:34]([C:37]([F:38])([F:40])[F:39])=[CH:33][N:32]=2)=[O:29])=[N:18]1, predict the reactants needed to synthesize it. The reactants are: C([O:8][C:9]1[CH:14]=[CH:13][C:12]([C:15]2[N:19]([C:20]3[CH:25]=[CH:24][C:23]([Cl:26])=[CH:22][C:21]=3[Cl:27])[N:18]=[C:17]([C:28]([NH:30][C:31]3[CH:36]=[CH:35][C:34]([C:37]([F:40])([F:39])[F:38])=[CH:33][N:32]=3)=[O:29])[C:16]=2[CH3:41])=[CH:11][CH:10]=1)C1C=CC=CC=1.C(O)C.